From a dataset of Experimentally validated miRNA-target interactions with 360,000+ pairs, plus equal number of negative samples. Binary Classification. Given a miRNA mature sequence and a target amino acid sequence, predict their likelihood of interaction. (1) The miRNA is hsa-miR-4263 with sequence AUUCUAAGUGCCUUGGCC. The protein sequence of the target gene is MSAATHSPMMQVASGNGDRDPLPPGWEIKIDPQTGWPFFVDHNSRTTTWNDPRVPSEGPKETPSSANGPSREGSRLPPAREGHPVYPQLRPGYIPIPVLHEGAENRQVHPFHVYPQPGMQRFRTEAAAAAPQRSQSPLRGMPETTQPDKQCGQVAAAAAAQPPASHGPERSQSPAASDCSSSSSSASLPSSGRSSLGSHQLPRGYISIPVIHEQNVTRPAAQPSFHQAQKTHYPAQQGEYQTHQPVYHKIQGDDWEPRPLRAASPFRSSVQGASSREGSPARSSTPLHSPSPIRVHTVVD.... Result: 0 (no interaction). (2) The miRNA is hsa-miR-5010-3p with sequence UUUUGUGUCUCCCAUUCCCCAG. The protein sequence of the target gene is MISSCTTRKMAEQEQRKIPLVPENLLKKRKAYQALKATQAKQALLAKKEQKKGKGLRFKRLESFLHDSWRQKRDKVRLRRLEVKPHALELPDKHSLAFVVRIERIDGVSLLVQRTIARLRLKKIFSGVFVKVTPQNLKMLRIVEPYVTWGFPNLKSVRELILKRGQAKVKNKTIPLTDNTVIEEHLGKFGVICLEDLIHEIAFPGKHFQEISWFLCPFHLSVARHATKNRVGFLKEMGTPGYRGERINQLIRQLN. Result: 0 (no interaction). (3) The miRNA is hsa-miR-760 with sequence CGGCUCUGGGUCUGUGGGGA. The protein sequence of the target gene is MDLGKDQSHLKHHQTPDPHQEENHSPEVIGTWSLRNRELLRKRKAEVHEKETSQWLFGEQKKRKQQRTGKGNRRGRKRQQNTELKVEPQPQIEKEIVEKALAPIEKKTEPPGSITKVFPSVASPQKVVPEEHFSEICQESNIYQENFSEYQEIAVQNHSSETCQHVSEPEDLSPKMYQEISVLQDNSSKICQDMKEPEDNSPNTCQVISVIQDHPFKMYQDMAKREDLAPKMCQEAAVPKILPCPTSEDTADLAGCSLQAYPKPDVPKGYILDTDQNPAEPEEYNETDQGIAETEGLFPK.... Result: 0 (no interaction). (4) The miRNA is hsa-miR-4524a-5p with sequence AUAGCAGCAUGAACCUGUCUCA. The protein sequence of the target gene is MEPAVSEPMRDQVARTHLTEDTPKVNADIEKVNQNQAKRCTVIGGSGFLGQHMVEQLLARGYAVNVFDIQQGFDNPQVRFFLGDLCSRQDLYPALKGVNTVFHCASPPPSSNNKELFYRVNYIGTKNVIETCKEAGVQKLILTSSASVIFEGVDIKNGTEDLPYAMKPIDYYTETKILQERAVLGANDPEKNFLTTAIRPHGIFGPRDPQLVPILIEAARNGKMKFVIGNGKNLVDFTFVENVVHGHILAAEQLSRDSTLGGKAFHITNDEPIPFWTFLSRILTGLNYEAPKYHIPYWVA.... Result: 0 (no interaction). (5) The miRNA is rno-miR-27a-5p with sequence AGGGCUUAGCUGCUUGUGAGCA. The protein sequence of the target gene is MRLGPRTAALGLLLLCAAAAGAGKAEELHYPLGERRSDYDREALLGVQEDVDEYVKLGHEEQQKRLQAIIKKIDLDSDGFLTESELSSWIQMSFKHYAMQEAKQQFVEYDKNSDDTVTWDEYNIQMYDRVIDFDENTALDDAEEESFRKLHLKDKKRFEKANQDSGPGLSLEEFIAFEHPEEVDYMTEFVIQEALEEHDKNGDGFVSLEEFLGDYRWDPTANEDPEWILVEKDRFVNDYDKDNDGRLDPQELLPWVVPNNQGIAQEEALHLIDEMDLNGDKKLSEEEILENPDLFLTSEA.... Result: 0 (no interaction). (6) The miRNA is hsa-miR-130a-5p with sequence GCUCUUUUCACAUUGUGCUACU. The protein sequence of the target gene is MDSELMHSIVGSYHKPPERVFVPSFTQNEPSQNCHPANLEVTSPKILHSPNSQALILALKTLQEKIHRLELERTQAEDNLNILSREAAQYKKALENETNERNLAHQELIKQKKDISIQLSSAQSRCTLLEKQLEYTKRMVLNVEREKNMILEQQAQLQREKEQDQMKLYAKLEKLDVLEKECFRLTTTQKTAEDKIKHLEEKLKEEEHQRKLFQDKASELQTGLEISKIIMSSVSNLKHSKEKKKSSKKTKCIKRRPPWQICSKFGALPFVAEKMRQHRDPHILQKPFNVTETRCLPKPS.... Result: 1 (interaction).